From a dataset of Forward reaction prediction with 1.9M reactions from USPTO patents (1976-2016). Predict the product of the given reaction. (1) The product is: [C:6]([NH:9][CH2:10][CH2:11][C:12]1[CH:13]=[CH:14][CH:15]=[C:16]2[C:21]=1[CH:20]=[C:19]([O:22][CH2:23][CH2:24][CH2:25][CH2:26][O:27][C:28]1[CH:37]=[C:36]3[C:31]([CH:32]=[CH:33][CH:34]=[C:35]3[CH2:38][C:39]([OH:41])=[O:40])=[CH:30][CH:29]=1)[CH:18]=[CH:17]2)(=[O:8])[CH3:7]. Given the reactants CO.O.[OH-].[Na+].[C:6]([NH:9][CH2:10][CH2:11][C:12]1[CH:13]=[CH:14][CH:15]=[C:16]2[C:21]=1[CH:20]=[C:19]([O:22][CH2:23][CH2:24][CH2:25][CH2:26][O:27][C:28]1[CH:37]=[C:36]3[C:31]([CH:32]=[CH:33][CH:34]=[C:35]3[CH2:38][C:39]([O:41]C)=[O:40])=[CH:30][CH:29]=1)[CH:18]=[CH:17]2)(=[O:8])[CH3:7], predict the reaction product. (2) Given the reactants [CH:1]1([C:7]2[CH:12]=[CH:11][C:10]([N:13]3[CH:18]=[CH:17]C(=O)[C:15]([C:20](=O)[CH:21]=[CH:22][N:23](C)C)=[N:14]3)=[CH:9][CH:8]=2)[CH2:6][CH2:5][CH2:4][CH2:3][CH2:2]1.[C:27]1([NH:33]N)[CH:32]=[CH:31][CH:30]=[CH:29][CH:28]=1.[CH3:35][OH:36], predict the reaction product. The product is: [CH:1]1([C:7]2[CH:8]=[CH:9][C:10]([N:13]3[CH:18]=[CH:17][C:35](=[O:36])[C:15]([C:20]4[N:33]([C:27]5[CH:32]=[CH:31][CH:30]=[CH:29][CH:28]=5)[N:23]=[CH:22][CH:21]=4)=[N:14]3)=[CH:11][CH:12]=2)[CH2:2][CH2:3][CH2:4][CH2:5][CH2:6]1. (3) The product is: [Cl:1][C:2]1[C:7]([C:8]2[CH:13]=[CH:12][CH:11]=[C:10]([F:14])[CH:9]=2)=[CH:6][N:5]2[N:16]=[C:17]([CH3:19])[N:18]=[C:4]2[N:3]=1. Given the reactants [Cl:1][C:2]1[C:7]([C:8]2[CH:13]=[CH:12][CH:11]=[C:10]([F:14])[CH:9]=2)=[C:6](Cl)[N:5]2[N:16]=[C:17]([CH3:19])[N:18]=[C:4]2[N:3]=1.[NH4+].[Cl-].O.C1COCC1, predict the reaction product. (4) The product is: [CH3:10][O:9][C:7]([C:6]1[CH:5]=[CH:4][C:3](=[O:2])[N:13]([CH2:14][C:15]2[CH:20]=[CH:19][CH:18]=[CH:17][CH:16]=2)[C:11]=1[CH3:12])=[O:8]. Given the reactants C[O:2][C:3](=O)[CH:4]=[CH:5][C:6](=[C:11]([NH:13][CH2:14][C:15]1[CH:20]=[CH:19][CH:18]=[CH:17][CH:16]=1)[CH3:12])[C:7]([O:9][CH3:10])=[O:8].C(N(CC)CC)C.C[O-].[Na+], predict the reaction product. (5) Given the reactants Br[C:2]1[N:7]=[C:6]([CH2:8][N:9]2[C:13]([C:14]([O:16][CH3:17])=[O:15])=[CH:12][N:11]=[N:10]2)[CH:5]=[CH:4][CH:3]=1.[NH2:18][C:19]1[S:20][C:21]([C:27]2[C:32]([F:33])=[CH:31][C:30]([C:34]([OH:37])([CH3:36])[CH3:35])=[CH:29][C:28]=2[F:38])=[CH:22][C:23]=1[C:24]([NH2:26])=[O:25], predict the reaction product. The product is: [NH2:26][C:24]([C:23]1[CH:22]=[C:21]([C:27]2[C:32]([F:33])=[CH:31][C:30]([C:34]([OH:37])([CH3:36])[CH3:35])=[CH:29][C:28]=2[F:38])[S:20][C:19]=1[NH:18][C:2]1[N:7]=[C:6]([CH2:8][N:9]2[C:13]([C:14]([O:16][CH3:17])=[O:15])=[CH:12][N:11]=[N:10]2)[CH:5]=[CH:4][CH:3]=1)=[O:25]. (6) Given the reactants C[O-].[Na+].[N:4]([C@@H:7]1[C@@H:12]([OH:13])[C@H:11]([O:14][CH2:15][C:16]2[CH:25]=[CH:24][C:23]3[C:18](=[CH:19][CH:20]=[CH:21][CH:22]=3)[CH:17]=2)[C@@H:10]([CH2:26][O:27][C:28]([CH3:31])([CH3:30])[CH3:29])[O:9][C@@:8]1([SiH:58]([C:65]1[CH:70]=[CH:69][CH:68]=[CH:67][CH:66]=1)[C:59]1[CH:64]=[CH:63][CH:62]=[CH:61][CH:60]=1)[O:32][C@@H:33]1[C@@H:38]2[CH2:39][O:40][C@@H:36]([O:37]2)[C@H:35]([O:41]C(=O)C2C=CC=CC=2)[C@H:34]1[O:50][CH2:51][C:52]1[CH:57]=[CH:56][CH:55]=[CH:54][CH:53]=1)=[N+:5]=[N-:6], predict the reaction product. The product is: [N:4]([C@@H:7]1[C@@H:12]([OH:13])[C@H:11]([O:14][CH2:15][C:16]2[CH:25]=[CH:24][C:23]3[C:18](=[CH:19][CH:20]=[CH:21][CH:22]=3)[CH:17]=2)[C@@H:10]([CH2:26][O:27][C:28]([CH3:29])([CH3:30])[CH3:31])[O:9][C@@:8]1([SiH:58]([C:65]1[CH:70]=[CH:69][CH:68]=[CH:67][CH:66]=1)[C:59]1[CH:64]=[CH:63][CH:62]=[CH:61][CH:60]=1)[O:32][C@@H:33]1[C@@H:38]2[CH2:39][O:40][C@@H:36]([O:37]2)[C@H:35]([OH:41])[C@H:34]1[O:50][CH2:51][C:52]1[CH:53]=[CH:54][CH:55]=[CH:56][CH:57]=1)=[N+:5]=[N-:6].